From a dataset of Forward reaction prediction with 1.9M reactions from USPTO patents (1976-2016). Predict the product of the given reaction. Given the reactants [NH2:1][C:2]1[C:10]2[C:9]([C:11]3[CH:16]=[CH:15][CH:14]=[C:13]([NH2:17])[CH:12]=3)=[N:8][C:7]([NH:18][CH:19]3[CH2:21][CH2:20]3)=[N:6][C:5]=2[S:4][C:3]=1[C:22]([NH2:24])=[O:23].[Cl:25][C:26]1[CH:31]=[CH:30][C:29]([N:32]=[C:33]=[O:34])=[CH:28][C:27]=1[C:35]([F:38])([F:37])[F:36], predict the reaction product. The product is: [NH2:1][C:2]1[C:10]2[C:9]([C:11]3[CH:16]=[CH:15][CH:14]=[C:13]([NH:17][C:33]([NH:32][C:29]4[CH:30]=[CH:31][C:26]([Cl:25])=[C:27]([C:35]([F:37])([F:36])[F:38])[CH:28]=4)=[O:34])[CH:12]=3)=[N:8][C:7]([NH:18][CH:19]3[CH2:20][CH2:21]3)=[N:6][C:5]=2[S:4][C:3]=1[C:22]([NH2:24])=[O:23].